This data is from NCI-60 drug combinations with 297,098 pairs across 59 cell lines. The task is: Regression. Given two drug SMILES strings and cell line genomic features, predict the synergy score measuring deviation from expected non-interaction effect. (1) Cell line: SNB-75. Drug 2: C1C(C(OC1N2C=NC(=NC2=O)N)CO)O. Synergy scores: CSS=0.172, Synergy_ZIP=0.831, Synergy_Bliss=2.56, Synergy_Loewe=-0.589, Synergy_HSA=0.250. Drug 1: C1CNP(=O)(OC1)N(CCCl)CCCl. (2) Drug 1: COC1=C(C=C2C(=C1)N=CN=C2NC3=CC(=C(C=C3)F)Cl)OCCCN4CCOCC4. Drug 2: CC(C)CN1C=NC2=C1C3=CC=CC=C3N=C2N. Cell line: HS 578T. Synergy scores: CSS=11.1, Synergy_ZIP=1.01, Synergy_Bliss=4.02, Synergy_Loewe=-2.19, Synergy_HSA=-1.72.